This data is from Reaction yield outcomes from USPTO patents with 853,638 reactions. The task is: Predict the reaction yield, written as a fraction of the theoretical maximum amount of product (1.0 means a 100% yield; for example, 0.34 means a 34% yield). The reactants are FC1C=C(C2N=C(SC)N=C(N3CCOC[C@@H]3C)C=2)C=NC=1.Cl[C:24]1[CH:29]=[C:28]([C:30]2[CH:35]=[C:34]([F:36])[CH:33]=[CH:32][C:31]=2[S:37]([CH3:40])(=[O:39])=[O:38])[N:27]=[C:26]([N:41]2[CH2:46][CH2:45][O:44][CH2:43][C@@H:42]2[CH3:47])[N:25]=1.[F:48][CH:49]([F:70])[CH2:50][NH:51][C:52]([NH:54][C:55]1[CH:60]=[CH:59][C:58](B2OC(C)(C)C(C)(C)O2)=[CH:57][CH:56]=1)=[O:53]. No catalyst specified. The product is [F:48][CH:49]([F:70])[CH2:50][NH:51][C:52]([NH:54][C:55]1[CH:60]=[CH:59][C:58]([C:24]2[CH:29]=[C:28]([C:30]3[CH:35]=[C:34]([F:36])[CH:33]=[CH:32][C:31]=3[S:37]([CH3:40])(=[O:39])=[O:38])[N:27]=[C:26]([N:41]3[CH2:46][CH2:45][O:44][CH2:43][C@@H:42]3[CH3:47])[N:25]=2)=[CH:57][CH:56]=1)=[O:53]. The yield is 0.230.